This data is from Reaction yield outcomes from USPTO patents with 853,638 reactions. The task is: Predict the reaction yield, written as a fraction of the theoretical maximum amount of product (1.0 means a 100% yield; for example, 0.34 means a 34% yield). The reactants are C(OC(=O)[NH:7][C:8]1[S:12][C:11]([CH3:13])=[N:10][C:9]=1[C:14](=[O:23])[NH:15][C:16]1[CH:21]=[CH:20][N:19]=[C:18]([CH3:22])[CH:17]=1)(C)(C)C.C(=O)([O-])[O-].[Na+].[Na+]. The catalyst is FC(F)(F)C(O)=O. The product is [CH3:22][C:18]1[CH:17]=[C:16]([NH:15][C:14]([C:9]2[N:10]=[C:11]([CH3:13])[S:12][C:8]=2[NH2:7])=[O:23])[CH:21]=[CH:20][N:19]=1. The yield is 0.950.